This data is from Full USPTO retrosynthesis dataset with 1.9M reactions from patents (1976-2016). The task is: Predict the reactants needed to synthesize the given product. (1) Given the product [C:16]([O:24][N:25]([CH2:26][CH2:27][CH2:28][CH2:29][NH:30][C:31]([O:32][C:33]([CH3:36])([CH3:35])[CH3:34])=[O:37])[C:10](=[O:12])/[CH:9]=[CH:8]/[C:7]([O:14][CH3:15])=[O:13])(=[O:23])[C:17]1[CH:18]=[CH:19][CH:20]=[CH:21][CH:22]=1, predict the reactants needed to synthesize it. The reactants are: C(Cl)(=O)C(Cl)=O.[C:7]([O:14][CH3:15])(=[O:13])/[CH:8]=[CH:9]/[C:10]([O-:12])=O.[C:16]([O:24][NH:25][CH2:26][CH2:27][CH2:28][CH2:29][NH:30][C:31](=[O:37])[O:32][C:33]([CH3:36])([CH3:35])[CH3:34])(=[O:23])[C:17]1[CH:22]=[CH:21][CH:20]=[CH:19][CH:18]=1.C(N(CC)CC)C.[NH4+].[Cl-]. (2) Given the product [Cl:1][C:2]1[CH:10]=[CH:9][CH:8]=[C:7]2[C:3]=1[CH2:4][CH2:5][N:6]2[C:11]1[N:12]=[C:13]([C:16]([N:18]2[CH2:23][C@H:22]([CH3:24])[O:21][C@H:20]([CH3:25])[CH2:19]2)=[O:17])[S:14][C:15]=1[C:43]1[CH:48]=[CH:47][C:46]([S:49]([NH2:52])(=[O:51])=[O:50])=[CH:45][CH:44]=1, predict the reactants needed to synthesize it. The reactants are: [Cl:1][C:2]1[CH:10]=[CH:9][CH:8]=[C:7]2[C:3]=1[CH2:4][CH2:5][N:6]2[C:11]1[N:12]=[C:13]([C:16]([N:18]2[CH2:23][C@@H:22]([CH3:24])[O:21][C@@H:20]([CH3:25])[CH2:19]2)=[O:17])[S:14][CH:15]=1.BrC1N=C(C(N2C[C@@H](C)O[C@@H](C)C2)=O)SC=1.Br[C:43]1[CH:48]=[CH:47][C:46]([S:49]([NH2:52])(=[O:51])=[O:50])=[CH:45][CH:44]=1.C([O-])(=O)C.[K+]. (3) Given the product [CH3:1][O:2][C:3]1[N:4]=[C:5]2[C:10](=[CH:11][CH:12]=1)[N:9]=[CH:8][CH:7]=[C:6]2[NH:13][C:14]([CH:16]1[CH2:21][CH2:20][N:19]([CH2:41][CH2:42][C:35]2[CH:36]=[N:22][C:23]3[C:24](=[CH:27][CH:28]=[CH:29][CH:30]=3)[N:25]=2)[CH2:18][CH2:17]1)=[O:15], predict the reactants needed to synthesize it. The reactants are: [CH3:1][O:2][C:3]1[N:4]=[C:5]2[C:10](=[CH:11][CH:12]=1)[N:9]=[CH:8][CH:7]=[C:6]2[NH:13][C:14]([CH:16]1[CH2:21][CH2:20][NH:19][CH2:18][CH2:17]1)=[O:15].[N:22]1S[N:25]=[C:24]2[CH:27]=[C:28](CC(O)=O)[CH:29]=[CH:30][C:23]=12.[C:35](O)(=O)[CH3:36].[OH-].[Na+].[CH2:41](O)[CH3:42]. (4) Given the product [Cl:36][C:19]1[C:20]([Cl:35])=[C:21]([S:24](=[O:25])(=[O:26])[NH:27][C@@H:28]([CH2:33][CH3:34])[C:29]([F:30])([F:31])[F:32])[CH:22]=[CH:23][C:18]=1[C:9]1[S:8][C:7]([C:10]([O:12][CH2:13][CH3:14])=[O:11])=[N:6][C:5]=1[CH2:4][C:3]([O:2][CH3:1])([CH3:15])[CH3:16], predict the reactants needed to synthesize it. The reactants are: [CH3:1][O:2][C:3]([CH3:16])([CH3:15])[CH2:4][C:5]1[N:6]=[C:7]([C:10]([O:12][CH2:13][CH3:14])=[O:11])[S:8][CH:9]=1.Br[C:18]1[CH:23]=[CH:22][C:21]([S:24]([NH:27][C@@H:28]([CH2:33][CH3:34])[C:29]([F:32])([F:31])[F:30])(=[O:26])=[O:25])=[C:20]([Cl:35])[C:19]=1[Cl:36].P(C1CCCCC1)(C1CCCCC1)C1CCCCC1.[H+].[B-](F)(F)(F)F.C(O)(=O)C(C)(C)C.C([O-])([O-])=O.[K+].[K+].